Dataset: Reaction yield outcomes from USPTO patents with 853,638 reactions. Task: Predict the reaction yield, written as a fraction of the theoretical maximum amount of product (1.0 means a 100% yield; for example, 0.34 means a 34% yield). The reactants are [C:1]([CH2:3][CH2:4][C:5]([C:8]1[CH:16]=[CH:15][C:11]([C:12]([OH:14])=O)=[CH:10][CH:9]=1)([CH3:7])[CH3:6])#[N:2].[CH2:17]1[C:25]2[N:24]3[CH:26]=[C:27]([NH2:29])[N:28]=[C:23]3[CH:22]=[CH:21][C:20]=2[O:19][CH2:18]1. No catalyst specified. The product is [C:1]([CH2:3][CH2:4][C:5]([C:8]1[CH:9]=[CH:10][C:11]([C:12]([NH:29][C:27]2[N:28]=[C:23]3[CH:22]=[CH:21][C:20]4[O:19][CH2:18][CH2:17][C:25]=4[N:24]3[CH:26]=2)=[O:14])=[CH:15][CH:16]=1)([CH3:6])[CH3:7])#[N:2]. The yield is 0.370.